Dataset: Full USPTO retrosynthesis dataset with 1.9M reactions from patents (1976-2016). Task: Predict the reactants needed to synthesize the given product. (1) Given the product [Br:1][C:2]1[CH:9]=[CH:8][C:5]([CH:6]=[N:13][OH:14])=[C:4]([O:18][CH3:15])[CH:3]=1, predict the reactants needed to synthesize it. The reactants are: [Br:1][C:2]1[CH:9]=[CH:8][C:5]([CH:6]=O)=[CH:4][C:3]=1OC.Cl.[NH2:13][OH:14].[C:15](=[O:18])([O-])[O-].[Na+].[Na+]. (2) Given the product [F:19][C:16]1[CH:15]=[CH:14][C:13]([NH:12][C@H:9]2[CH2:8][CH2:7][C@H:6]([C:4]([OH:5])=[O:3])[CH2:11][CH2:10]2)=[CH:18][CH:17]=1.[F:19][C:16]1[CH:15]=[CH:14][C:13]([NH:12][C@@H:9]2[CH2:8][CH2:7][C@H:6]([C:4]([OH:5])=[O:3])[CH2:11][CH2:10]2)=[CH:18][CH:17]=1, predict the reactants needed to synthesize it. The reactants are: C([O:3][C:4]([CH:6]1[CH2:11][CH2:10][CH:9]([NH:12][C:13]2[CH:18]=[CH:17][C:16]([F:19])=[CH:15][CH:14]=2)[CH2:8][CH2:7]1)=[O:5])C.O[Li].O.CO.O. (3) The reactants are: [CH2:1]([O:3][C:4]1[CH:5]=[C:6]([CH:12]([N:17]2[C:21](=[O:22])[C:20]3=[C:23]([OH:27])[CH:24]=[CH:25][CH:26]=[C:19]3[C:18]2=[O:28])[CH2:13][C:14](O)=[O:15])[CH:7]=[CH:8][C:9]=1[O:10][CH3:11])[CH3:2].C(N1C=CN=C1)(N1C=CN=C1)=O.Cl.[NH2:42][OH:43]. Given the product [CH2:1]([O:3][C:4]1[CH:5]=[C:6]([CH:12]([N:17]2[C:21](=[O:22])[C:20]3=[C:23]([OH:27])[CH:24]=[CH:25][CH:26]=[C:19]3[C:18]2=[O:28])[CH2:13][C:14]([NH:42][OH:43])=[O:15])[CH:7]=[CH:8][C:9]=1[O:10][CH3:11])[CH3:2], predict the reactants needed to synthesize it. (4) Given the product [N+:16]([C:13]1[S:12][C:11]([C:9]2[O:10][C:2]3[CH:3]=[N:4][CH:5]=[CH:6][C:7]=3[N:8]=2)=[CH:15][CH:14]=1)([O-:18])=[O:17], predict the reactants needed to synthesize it. The reactants are: O[C:2]1[CH:3]=[N:4][CH:5]=[CH:6][C:7]=1[NH:8][C:9]([C:11]1[S:12][C:13]([N+:16]([O-:18])=[O:17])=[CH:14][CH:15]=1)=[O:10].O=P12OP3(OP(OP(O3)(O1)=O)(=O)O2)=O.CC1C=CC(C)=CC=1. (5) Given the product [C:26]1([NH:25][C:11](=[O:12])[C:10]([OH:18])([C:14]([F:15])([F:16])[F:17])[CH2:9][C:8]([C:6]2[CH:7]=[C:2]([F:1])[CH:3]=[CH:4][C:5]=2[O:21][CH3:22])([CH3:20])[CH3:19])[CH:31]=[CH:30][CH:29]=[CH:28][CH:27]=1, predict the reactants needed to synthesize it. The reactants are: [F:1][C:2]1[CH:3]=[CH:4][C:5]([O:21][CH3:22])=[C:6]([C:8]([CH3:20])([CH3:19])[CH2:9][C:10]([OH:18])([C:14]([F:17])([F:16])[F:15])[C:11](O)=[O:12])[CH:7]=1.[OH-].[Na+].[NH2:25][C:26]1[CH:31]=[CH:30][CH:29]=[CH:28][CH:27]=1.[H-].[Na+]. (6) Given the product [CH:11]1([NH:19][C:20]([N:3]2[C:4]3[C:9](=[CH:8][CH:7]=[CH:6][CH:5]=3)[CH2:10][CH:2]2[CH3:1])=[O:21])[CH2:18][CH2:17][CH2:16][CH2:15][CH2:14][CH2:13][CH2:12]1, predict the reactants needed to synthesize it. The reactants are: [CH3:1][CH:2]1[CH2:10][C:9]2[C:4](=[CH:5][CH:6]=[CH:7][CH:8]=2)[NH:3]1.[CH:11]1([N:19]=[C:20]=[O:21])[CH2:18][CH2:17][CH2:16][CH2:15][CH2:14][CH2:13][CH2:12]1. (7) Given the product [CH2:15]([N:22]([CH2:23][CH2:24][OH:25])[C:12]([CH:10]1[CH:9]([C:4]2[CH:5]=[CH:6][C:7]([Cl:8])=[C:2]([Cl:1])[CH:3]=2)[O:11]1)=[O:14])[C:16]1[CH:21]=[CH:20][CH:19]=[CH:18][CH:17]=1, predict the reactants needed to synthesize it. The reactants are: [Cl:1][C:2]1[CH:3]=[C:4]([CH:9]2[O:11][CH:10]2[C:12]([OH:14])=O)[CH:5]=[CH:6][C:7]=1[Cl:8].[CH2:15]([NH:22][CH2:23][CH2:24][OH:25])[C:16]1[CH:21]=[CH:20][CH:19]=[CH:18][CH:17]=1.CO.[Cl-].COC1N=C(OC)N=C([N+]2(C)CCOCC2)N=1. (8) Given the product [F:29][C:26]1[CH:27]=[CH:28][C:19]([NH:18][CH:17]2[C:6]3[C:5](=[CH:4][C:3]([OH:2])=[CH:8][CH:7]=3)[C:9]([CH3:31])([CH3:32])[CH2:10][C:11]2([C:12]([F:14])([F:15])[F:13])[OH:16])=[C:20]2[C:25]=1[N:24]=[C:23]([CH3:30])[N:22]=[CH:21]2, predict the reactants needed to synthesize it. The reactants are: C[O:2][C:3]1[CH:4]=[C:5]([C:9]([CH3:32])([CH3:31])[CH2:10][C:11]([CH:17]=[N:18][C:19]2[CH:28]=[CH:27][C:26]([F:29])=[C:25]3[C:20]=2[CH:21]=[N:22][C:23]([CH3:30])=[N:24]3)([OH:16])[C:12]([F:15])([F:14])[F:13])[CH:6]=[CH:7][CH:8]=1.B(Br)(Br)Br.C(=O)(O)[O-].[Na+].